From a dataset of Forward reaction prediction with 1.9M reactions from USPTO patents (1976-2016). Predict the product of the given reaction. (1) Given the reactants [F:1][C:2]1([F:25])[O:6][C:5]2[CH:7]=[CH:8][CH:9]=[C:10]([N:11]3[CH:16]=[CH:15][C:14](=[O:17])[C:13]([C:18](=O)/[CH:19]=[CH:20]/N(C)C)=[N:12]3)[C:4]=2[O:3]1.[F:26][C:27]1[CH:28]=[C:29]([NH:33][NH2:34])[CH:30]=[CH:31][CH:32]=1, predict the reaction product. The product is: [F:1][C:2]1([F:25])[O:6][C:5]2[CH:7]=[CH:8][CH:9]=[C:10]([N:11]3[CH:16]=[CH:15][C:14](=[O:17])[C:13]([C:18]4[N:33]([C:29]5[CH:30]=[CH:31][CH:32]=[C:27]([F:26])[CH:28]=5)[N:34]=[CH:20][CH:19]=4)=[N:12]3)[C:4]=2[O:3]1. (2) Given the reactants [Cl:1][C:2]1[CH:3]=[N:4][CH:5]=[C:6]([Cl:21])[C:7]=1[CH2:8][C@@H:9]([C:11]1[CH:16]=[CH:15][C:14]([O:17][CH3:18])=[C:13]([O:19][CH3:20])[CH:12]=1)[OH:10].C(OCC)(=[O:24])C, predict the reaction product. The product is: [Cl:21][C:6]1[CH:5]=[N+:4]([O-:24])[CH:3]=[C:2]([Cl:1])[C:7]=1[CH2:8][C@@H:9]([C:11]1[CH:16]=[CH:15][C:14]([O:17][CH3:18])=[C:13]([O:19][CH3:20])[CH:12]=1)[OH:10]. (3) Given the reactants [N+:1]([C:4]1[CH:5]=[C:6]([C:11]#[C:12][Si](C)(C)C)[C:7]([NH2:10])=[N:8][CH:9]=1)([O-:3])=[O:2].[OH-].[Na+], predict the reaction product. The product is: [N+:1]([C:4]1[CH:5]=[C:6]2[CH:11]=[CH:12][NH:10][C:7]2=[N:8][CH:9]=1)([O-:3])=[O:2]. (4) Given the reactants [Cl:1][C:2]1[N:7]=[C:6]2[NH:8][N:9]=[CH:10][C:5]2=[C:4]([N:11]2[CH2:17][CH:16]3[O:18][CH:13]([CH2:14][CH2:15]3)[CH2:12]2)[N:3]=1.O.C1(C)C=CC(S(O)(=O)=O)=CC=1.[O:31]1[CH:36]=[CH:35][CH2:34][CH2:33][CH2:32]1, predict the reaction product. The product is: [Cl:1][C:2]1[N:7]=[C:6]2[N:8]([CH:32]3[CH2:33][CH2:34][CH2:35][CH2:36][O:31]3)[N:9]=[CH:10][C:5]2=[C:4]([N:11]2[CH2:17][CH:16]3[O:18][CH:13]([CH2:14][CH2:15]3)[CH2:12]2)[N:3]=1.